This data is from Full USPTO retrosynthesis dataset with 1.9M reactions from patents (1976-2016). The task is: Predict the reactants needed to synthesize the given product. Given the product [CH2:1]([O:8][C:9](=[O:26])[NH:10][C:11]1[CH:16]=[CH:15][C:14]([O:17][C:18]2[CH:23]=[CH:22][N:21]=[C:20]([NH:24][C:31]([N:39]([CH3:40])[CH3:38])=[O:30])[CH:19]=2)=[CH:13][C:12]=1[F:25])[C:2]1[CH:3]=[CH:4][CH:5]=[CH:6][CH:7]=1, predict the reactants needed to synthesize it. The reactants are: [CH2:1]([O:8][C:9](=[O:26])[NH:10][C:11]1[CH:16]=[CH:15][C:14]([O:17][C:18]2[CH:23]=[CH:22][N:21]=[C:20]([NH2:24])[CH:19]=2)=[CH:13][C:12]=1[F:25])[C:2]1[CH:7]=[CH:6][CH:5]=[CH:4][CH:3]=1.ClC([O:30][C:31]1C=CC=CC=1)=O.Cl.[CH3:38][NH:39][CH3:40].